From a dataset of Catalyst prediction with 721,799 reactions and 888 catalyst types from USPTO. Predict which catalyst facilitates the given reaction. (1) Reactant: [Br:1][C:2]1[CH:20]=[CH:19][C:18]([O:21][CH3:22])=[CH:17][C:3]=1[O:4][CH2:5][C:6]1(O)[CH2:15][CH2:14][CH2:13][C:12]2[N:11]=[CH:10][N:9]=[CH:8][C:7]1=2.P(Cl)(Cl)(Cl)=O. Product: [Br:1][C:2]1[CH:20]=[CH:19][C:18]([O:21][CH3:22])=[CH:17][C:3]=1[O:4][CH2:5][C:6]1[C:7]2[CH:8]=[N:9][CH:10]=[N:11][C:12]=2[CH2:13][CH2:14][CH:15]=1. The catalyst class is: 17. (2) Reactant: [F:1][C:2]1[CH:7]=[C:6]([I:8])[CH:5]=[CH:4][C:3]=1[NH:9][C:10]1[CH:11]=[N:12][CH:13]=[CH:14][C:15]=1[C:16]1[O:17][C:18](SC)=[N:19][N:20]=1.[NH:23]1[CH2:28][CH2:27][O:26][CH2:25][CH2:24]1. The catalyst class is: 12. Product: [F:1][C:2]1[CH:7]=[C:6]([I:8])[CH:5]=[CH:4][C:3]=1[NH:9][C:10]1[CH:11]=[N:12][CH:13]=[CH:14][C:15]=1[C:16]1[O:17][C:18]([N:23]2[CH2:28][CH2:27][O:26][CH2:25][CH2:24]2)=[N:19][N:20]=1. (3) Reactant: Br[C:2]1[CH:7]=[CH:6][C:5]([CH3:8])=[C:4]([O:9][CH2:10][C:11]2[CH:16]=[CH:15][C:14]([O:17][CH3:18])=[CH:13][CH:12]=2)[CH:3]=1.C([Li])CCC.[CH3:24][C:25](N(C)C)=[O:26].[Cl-].[NH4+]. Product: [CH3:18][O:17][C:14]1[CH:15]=[CH:16][C:11]([CH2:10][O:9][C:4]2[CH:3]=[C:2]([C:25](=[O:26])[CH3:24])[CH:7]=[CH:6][C:5]=2[CH3:8])=[CH:12][CH:13]=1. The catalyst class is: 1. (4) Reactant: [H-].[Al+3].[Li+].[H-].[H-].[H-].S(=O)(=O)(O)O.[C:12]([O:16][C:17]([N:19]1[CH2:36][CH2:35][N:22]2[C:23](=O)[C:24]3[C:29]([C@@H:21]2[CH2:20]1)=[CH:28][CH:27]=[CH:26][C:25]=3[C:30]([F:33])([F:32])[F:31])=[O:18])([CH3:15])([CH3:14])[CH3:13]. Product: [C:12]([O:16][C:17]([N:19]1[CH2:36][CH2:35][N:22]2[CH2:23][C:24]3[C:29]([C@@H:21]2[CH2:20]1)=[CH:28][CH:27]=[CH:26][C:25]=3[C:30]([F:31])([F:32])[F:33])=[O:18])([CH3:15])([CH3:13])[CH3:14]. The catalyst class is: 7.